From a dataset of Forward reaction prediction with 1.9M reactions from USPTO patents (1976-2016). Predict the product of the given reaction. The product is: [CH2:13]([O:12][C:5]1[CH:6]=[CH:7][CH:8]=[C:9]2[C:4]=1[N:3]=[C:2]([O:21][CH3:20])[CH:11]=[CH:10]2)[C:14]1[CH:19]=[CH:18][CH:17]=[CH:16][CH:15]=1. Given the reactants Cl[C:2]1[CH:11]=[CH:10][C:9]2[C:4](=[C:5]([O:12][CH2:13][C:14]3[CH:19]=[CH:18][CH:17]=[CH:16][CH:15]=3)[CH:6]=[CH:7][CH:8]=2)[N:3]=1.[CH3:20][O-:21].[Na+], predict the reaction product.